Dataset: Forward reaction prediction with 1.9M reactions from USPTO patents (1976-2016). Task: Predict the product of the given reaction. (1) Given the reactants BrC[C:3]1[C:8]2[N:9]=[CH:10][S:11][C:7]=2[CH:6]=[CH:5][CH:4]=1.[N-]=[N+]=[N-].[Na+].CCOCC, predict the reaction product. The product is: [S:11]1[C:7]2[CH:6]=[CH:5][CH:4]=[CH:3][C:8]=2[N:9]=[CH:10]1. (2) Given the reactants C[O:2][CH:3](OC)[CH2:4][N:5]1[CH:9]=[C:8]([N+:10]([O-:12])=[O:11])[CH:7]=[N:6]1.Cl, predict the reaction product. The product is: [N+:10]([C:8]1[CH:7]=[N:6][N:5]([CH2:4][CH:3]=[O:2])[CH:9]=1)([O-:12])=[O:11]. (3) Given the reactants FC(F)(F)C1C=C[C:6]([OH:9])=[CH:5][CH:4]=1.BrBr.[Br:14][C:15]1[CH:20]=[C:19]([C:21]([F:24])([F:23])[F:22])[CH:18]=[CH:17][C:16]=1[OH:25].[H-].[Na+].C(Br)C=C.C(OCC=C)C=C.C(C1C=C(C(F)(F)F)C=C(Br)C=1O)C=C.ClC1C=C(C=CC=1)C(OO)=O.C(=O)([O-])[O-].[K+].[K+], predict the reaction product. The product is: [Br:14][C:15]1[C:16]2[O:25][CH:5]([CH2:6][OH:9])[CH2:4][C:17]=2[CH:18]=[C:19]([C:21]([F:23])([F:24])[F:22])[CH:20]=1. (4) Given the reactants [OH:1][C:2]1[C:3](=[O:33])[CH:4]=[C:5]([NH:22][CH2:23][CH2:24][CH2:25][C:26]([O:28][CH2:29][CH2:30][CH2:31][CH3:32])=[O:27])[C:6](=[O:21])[C:7]=1[CH2:8][CH2:9][CH2:10][CH2:11][CH2:12][CH2:13][CH2:14][CH2:15][CH2:16][CH2:17][CH2:18][CH2:19][CH3:20].[C:34](=O)([O-])[O-].[K+].[K+].S(OC)(OC)(=O)=O, predict the reaction product. The product is: [CH3:34][O:1][C:2]1[C:3](=[O:33])[CH:4]=[C:5]([NH:22][CH2:23][CH2:24][CH2:25][C:26]([O:28][CH2:29][CH2:30][CH2:31][CH3:32])=[O:27])[C:6](=[O:21])[C:7]=1[CH2:8][CH2:9][CH2:10][CH2:11][CH2:12][CH2:13][CH2:14][CH2:15][CH2:16][CH2:17][CH2:18][CH2:19][CH3:20].